This data is from Peptide-MHC class I binding affinity with 185,985 pairs from IEDB/IMGT. The task is: Regression. Given a peptide amino acid sequence and an MHC pseudo amino acid sequence, predict their binding affinity value. This is MHC class I binding data. The peptide sequence is LMRNHLRDL. The MHC is HLA-A32:01 with pseudo-sequence HLA-A32:01. The binding affinity (normalized) is 0.0545.